Dataset: Reaction yield outcomes from USPTO patents with 853,638 reactions. Task: Predict the reaction yield, written as a fraction of the theoretical maximum amount of product (1.0 means a 100% yield; for example, 0.34 means a 34% yield). (1) The reactants are [NH2:1][C:2]1[NH:3][C:4](=[O:18])[C:5]2[CH:10]=[C:9]([C:11]3[CH:16]=[CH:15][C:14]([F:17])=[CH:13][CH:12]=3)[S:8][C:6]=2[N:7]=1.F[P-](F)(F)(F)(F)F.N1(O[P+](N(C)C)(N(C)C)N(C)C)[C:30]2C=CC=C[C:29]=2N=N1.C1CCN2C(=NCCC2)CC1.[O-]CC.[Na+]. The catalyst is CCO. The product is [CH2:29]([O:18][C:4]1[C:5]2[CH:10]=[C:9]([C:11]3[CH:12]=[CH:13][C:14]([F:17])=[CH:15][CH:16]=3)[S:8][C:6]=2[N:7]=[C:2]([NH2:1])[N:3]=1)[CH3:30]. The yield is 0.540. (2) The reactants are [F:1][C:2]1[CH:7]=[CH:6][C:5]([CH2:8][CH2:9][NH2:10])=[CH:4][CH:3]=1.OS(O)(=O)=O.[N+:16]([O-:19])(O)=[O:17].[OH-].[Na+].[C:22](O[C:22]([O:24][C:25]([CH3:28])([CH3:27])[CH3:26])=[O:23])([O:24][C:25]([CH3:28])([CH3:27])[CH3:26])=[O:23].CCN(C(C)C)C(C)C. The catalyst is C1COCC1.O. The product is [F:1][C:2]1[CH:7]=[CH:6][C:5]([CH2:8][CH2:9][NH:10][C:22](=[O:23])[O:24][C:25]([CH3:28])([CH3:27])[CH3:26])=[CH:4][C:3]=1[N+:16]([O-:19])=[O:17]. The yield is 0.280. (3) The reactants are [O:1]1[CH2:6]C[CH2:4][O:3][CH:2]1[C:7]1[CH:8]=[CH:9][C:10]([C:13]2[S:21][C:20]3[C:15](=[N:16][CH:17]=[CH:18][C:19]=3[O:22][C:23]3[CH:28]=[CH:27][C:26]([N+:29]([O-:31])=[O:30])=[CH:25][C:24]=3[F:32])[CH:14]=2)=[N:11][CH:12]=1.O1CCOC1C1C=CC(C2SC3C(=NC=CC=3Cl)C=2)=NC=1. No catalyst specified. The product is [O:1]1[CH2:6][CH2:4][O:3][CH:2]1[C:7]1[CH:8]=[CH:9][C:10]([C:13]2[S:21][C:20]3[C:15](=[N:16][CH:17]=[CH:18][C:19]=3[O:22][C:23]3[CH:28]=[CH:27][C:26]([N+:29]([O-:31])=[O:30])=[CH:25][C:24]=3[F:32])[CH:14]=2)=[N:11][CH:12]=1. The yield is 0.720.